From a dataset of Full USPTO retrosynthesis dataset with 1.9M reactions from patents (1976-2016). Predict the reactants needed to synthesize the given product. (1) Given the product [C:7]1([CH2:13][O:14][C:15]2[CH:23]=[CH:22][C:21]([C:24]3[CH:25]=[CH:26][N:27]=[CH:28][CH:29]=3)=[CH:20][C:16]=2[C:17]([NH:6][C:4]2[CH:5]=[N:1][NH:2][CH:3]=2)=[O:18])[CH:8]=[CH:9][CH:10]=[CH:11][CH:12]=1, predict the reactants needed to synthesize it. The reactants are: [NH:1]1[CH:5]=[C:4]([NH2:6])[CH:3]=[N:2]1.[C:7]1([CH2:13][O:14][C:15]2[CH:23]=[CH:22][C:21]([C:24]3[CH:29]=[CH:28][N:27]=[CH:26][CH:25]=3)=[CH:20][C:16]=2[C:17](O)=[O:18])[CH:12]=[CH:11][CH:10]=[CH:9][CH:8]=1.C(Cl)CCl.C1C=CC2N(O)N=NC=2C=1. (2) Given the product [Cl:1][C:2]1[CH:10]=[C:9]2[C:5]([CH2:6][N:7]([C:18](=[O:19])[C:17]3[CH:21]=[C:22]([S:25]([CH3:28])(=[O:26])=[O:27])[CH:23]=[CH:24][C:16]=3[O:15][CH:12]([CH3:13])[CH3:14])[C:8]2=[O:11])=[CH:4][CH:3]=1, predict the reactants needed to synthesize it. The reactants are: [Cl:1][C:2]1[CH:10]=[C:9]2[C:5]([CH2:6][NH:7][C:8]2=[O:11])=[CH:4][CH:3]=1.[CH:12]([O:15][C:16]1[CH:24]=[CH:23][C:22]([S:25]([CH3:28])(=[O:27])=[O:26])=[CH:21][C:17]=1[C:18](O)=[O:19])([CH3:14])[CH3:13]. (3) Given the product [CH3:1][O:2][C:3]([C:5]1[S:6][C:7]([C:27]2[CH2:32][CH2:31][C:30]([CH3:33])([CH3:34])[CH2:29][CH:28]=2)=[CH:8][C:9]=1[N:10]([C@H:20]1[CH2:25][CH2:24][C@H:23]([O:26][CH2:44][O:45][CH3:46])[CH2:22][CH2:21]1)[C:11]([C@H:13]1[CH2:18][CH2:17][C@H:16]([CH3:19])[CH2:15][CH2:14]1)=[O:12])=[O:4], predict the reactants needed to synthesize it. The reactants are: [CH3:1][O:2][C:3]([C:5]1[S:6][C:7]([C:27]2[CH2:32][CH2:31][C:30]([CH3:34])([CH3:33])[CH2:29][CH:28]=2)=[CH:8][C:9]=1[N:10]([C@H:20]1[CH2:25][CH2:24][C@H:23]([OH:26])[CH2:22][CH2:21]1)[C:11]([C@H:13]1[CH2:18][CH2:17][C@H:16]([CH3:19])[CH2:15][CH2:14]1)=[O:12])=[O:4].C(N(C(C)C)C(C)C)C.[CH3:44][O:45][CH2:46]Cl. (4) Given the product [CH2:1]([NH:9][C:10]([C@@H:12]1[CH2:18][CH2:17][CH2:16][CH2:15][CH2:14][NH:13]1)=[O:11])[CH2:2][CH2:3][CH2:4][CH2:5][CH2:6][CH2:7][CH3:8], predict the reactants needed to synthesize it. The reactants are: [CH2:1]([NH:9][C:10]([C@@H:12]1[CH2:18][CH2:17][CH2:16][CH2:15][CH2:14][N:13]1C(OC(C)(C)C)=O)=[O:11])[CH2:2][CH2:3][CH2:4][CH2:5][CH2:6][CH2:7][CH3:8].FC(F)(F)C(O)=O. (5) Given the product [C:12]([NH:11][C:9]1[S:10][C:6]([C:2]2[O:1][C:5]([S:16]([Cl:20])(=[O:18])=[O:17])=[CH:4][CH:3]=2)=[C:7]([CH3:15])[N:8]=1)(=[O:14])[CH3:13], predict the reactants needed to synthesize it. The reactants are: [O:1]1[CH:5]=[CH:4][CH:3]=[C:2]1[C:6]1[S:10][C:9]([NH:11][C:12](=[O:14])[CH3:13])=[N:8][C:7]=1[CH3:15].[S:16]([Cl:20])(=O)(=[O:18])[OH:17]. (6) Given the product [C:24]([NH:1][C:2]1[CH:3]=[C:4]([O:11][CH2:12][C:13]2[CH:14]=[CH:15][CH:16]=[CH:17][CH:18]=2)[C:5]([N+:8]([O-:10])=[O:9])=[N:6][CH:7]=1)(=[O:26])[CH3:25], predict the reactants needed to synthesize it. The reactants are: [NH2:1][C:2]1[CH:3]=[C:4]([O:11][CH2:12][C:13]2[CH:18]=[CH:17][CH:16]=[CH:15][CH:14]=2)[C:5]([N+:8]([O-:10])=[O:9])=[N:6][CH:7]=1.S(=O)(=O)(O)O.[C:24](OC(=O)C)(=[O:26])[CH3:25]. (7) Given the product [NH2:37][C@@H:34]([CH2:27][C:28]1[CH:33]=[CH:32][CH:31]=[CH:30][CH:29]=1)[CH2:35][O:26][C:22]1[CH:21]=[C:20]([NH:19][C:18]2[C:15]([C:16]#[N:17])=[CH:14][N:13]=[CH:12][C:11]=2[C:5]2[CH:6]=[CH:7][C:8]([O:9][CH3:10])=[C:3]([O:2][CH3:1])[CH:4]=2)[CH:25]=[CH:24][CH:23]=1, predict the reactants needed to synthesize it. The reactants are: [CH3:1][O:2][C:3]1[CH:4]=[C:5]([C:11]2[CH:12]=[N:13][CH:14]=[C:15]([C:18]=2[NH:19][C:20]2[CH:25]=[CH:24][CH:23]=[C:22]([OH:26])[CH:21]=2)[C:16]#[N:17])[CH:6]=[CH:7][C:8]=1[O:9][CH3:10].[CH2:27]([C@H:34]([NH:37]C(=O)OC(C)(C)C)[CH2:35]O)[C:28]1[CH:33]=[CH:32][CH:31]=[CH:30][CH:29]=1.C1(P(C2C=CC=CC=2)C2C=CC=CC=2)C=CC=CC=1.CCOC(/N=N/C(OCC)=O)=O.C(O)(C(F)(F)F)=O. (8) The reactants are: C(Cl)(=O)C(Cl)=O.CS(C)=O.[N:11]1[CH:16]=[CH:15][CH:14]=[C:13]([CH2:17][CH2:18][CH2:19][OH:20])[CH:12]=1.O. Given the product [N:11]1[CH:16]=[CH:15][CH:14]=[C:13]([CH2:17][CH2:18][CH:19]=[O:20])[CH:12]=1, predict the reactants needed to synthesize it. (9) Given the product [C:19]([C@@H:18]([NH:17][C:3](=[O:5])[C:2]([F:1])([F:15])[CH2:6][CH2:7][CH2:8][C:9]1[CH:14]=[CH:13][CH:12]=[CH:11][CH:10]=1)[CH2:21][CH2:22][C:23]1[CH:28]=[CH:27][CH:26]=[CH:25][CH:24]=1)#[N:20], predict the reactants needed to synthesize it. The reactants are: [F:1][C:2]([F:15])([CH2:6][CH2:7][CH2:8][C:9]1[CH:14]=[CH:13][CH:12]=[CH:11][CH:10]=1)[C:3]([OH:5])=O.Cl.[NH2:17][C@@H:18]([CH2:21][CH2:22][C:23]1[CH:28]=[CH:27][CH:26]=[CH:25][CH:24]=1)[C:19]#[N:20].CN(C(ON1N=NC2C=CC=NC1=2)=[N+](C)C)C.F[P-](F)(F)(F)(F)F.